This data is from Full USPTO retrosynthesis dataset with 1.9M reactions from patents (1976-2016). The task is: Predict the reactants needed to synthesize the given product. (1) The reactants are: [CH2:1]([N:8]1[C:13](=[O:14])[C:12]2=[CH:15][CH:16]=[C:17]([Cl:18])[N:11]2[N:10]=[C:9]1[CH3:19])[C:2]1[CH:7]=[CH:6][CH:5]=[CH:4][CH:3]=1.CO[CH:22](OC)[N:23]([CH3:25])[CH3:24].[O-]S([O-])(=O)=O.[Mg+2]. Given the product [CH2:1]([N:8]1[C:13](=[O:14])[C:12]2=[CH:15][CH:16]=[C:17]([Cl:18])[N:11]2[N:10]=[C:9]1[CH:19]=[CH:22][N:23]([CH3:25])[CH3:24])[C:2]1[CH:7]=[CH:6][CH:5]=[CH:4][CH:3]=1, predict the reactants needed to synthesize it. (2) Given the product [F:1][C:2]1[CH:7]=[CH:6][C:5]([CH2:8][C:9]2[CH:18]=[C:17]3[C:12]([C:13]([OH:36])=[C:14]([C:31]([NH:37][C@@H:38]([CH3:41])[CH2:39][OH:40])=[O:32])[C:15](=[O:30])[N:16]3[CH2:19][CH2:20][CH2:21][N:22]3[CH2:28][CH2:27][CH2:26][CH2:25][CH2:24][C:23]3=[O:29])=[N:11][CH:10]=2)=[CH:4][CH:3]=1, predict the reactants needed to synthesize it. The reactants are: [F:1][C:2]1[CH:7]=[CH:6][C:5]([CH2:8][C:9]2[CH:18]=[C:17]3[C:12]([C:13]([OH:36])=[C:14]([C:31](OCC)=[O:32])[C:15](=[O:30])[N:16]3[CH2:19][CH2:20][CH2:21][N:22]3[CH2:28][CH2:27][CH2:26][CH2:25][CH2:24][C:23]3=[O:29])=[N:11][CH:10]=2)=[CH:4][CH:3]=1.[NH2:37][C@@H:38]([CH3:41])[CH2:39][OH:40].